The task is: Regression. Given a peptide amino acid sequence and an MHC pseudo amino acid sequence, predict their binding affinity value. This is MHC class II binding data.. This data is from Peptide-MHC class II binding affinity with 134,281 pairs from IEDB. (1) The peptide sequence is LKRLWKMLDPRQGLA. The MHC is HLA-DQA10201-DQB10402 with pseudo-sequence HLA-DQA10201-DQB10402. The binding affinity (normalized) is 0.447. (2) The peptide sequence is WLDAKSTWYGKPTGAGPKDN. The MHC is DRB1_1201 with pseudo-sequence DRB1_1201. The binding affinity (normalized) is 0.